Dataset: NCI-60 drug combinations with 297,098 pairs across 59 cell lines. Task: Regression. Given two drug SMILES strings and cell line genomic features, predict the synergy score measuring deviation from expected non-interaction effect. (1) Drug 1: CN1CCC(CC1)COC2=C(C=C3C(=C2)N=CN=C3NC4=C(C=C(C=C4)Br)F)OC. Drug 2: CC1C(C(=O)NC(C(=O)N2CCCC2C(=O)N(CC(=O)N(C(C(=O)O1)C(C)C)C)C)C(C)C)NC(=O)C3=C4C(=C(C=C3)C)OC5=C(C(=O)C(=C(C5=N4)C(=O)NC6C(OC(=O)C(N(C(=O)CN(C(=O)C7CCCN7C(=O)C(NC6=O)C(C)C)C)C)C(C)C)C)N)C. Cell line: MDA-MB-435. Synergy scores: CSS=19.6, Synergy_ZIP=16.1, Synergy_Bliss=23.5, Synergy_Loewe=20.2, Synergy_HSA=21.1. (2) Synergy scores: CSS=14.3, Synergy_ZIP=-6.08, Synergy_Bliss=-2.39, Synergy_Loewe=-3.62, Synergy_HSA=-1.56. Drug 2: CC(CN1CC(=O)NC(=O)C1)N2CC(=O)NC(=O)C2. Cell line: MDA-MB-435. Drug 1: COC1=C(C=C2C(=C1)N=CN=C2NC3=CC(=C(C=C3)F)Cl)OCCCN4CCOCC4. (3) Drug 1: COC1=NC(=NC2=C1N=CN2C3C(C(C(O3)CO)O)O)N. Drug 2: C1CN(CCN1C(=O)CCBr)C(=O)CCBr. Cell line: OVCAR3. Synergy scores: CSS=5.71, Synergy_ZIP=2.23, Synergy_Bliss=8.60, Synergy_Loewe=-1.64, Synergy_HSA=0.868. (4) Drug 1: CC1CCC2CC(C(=CC=CC=CC(CC(C(=O)C(C(C(=CC(C(=O)CC(OC(=O)C3CCCCN3C(=O)C(=O)C1(O2)O)C(C)CC4CCC(C(C4)OC)O)C)C)O)OC)C)C)C)OC. Drug 2: CCCCC(=O)OCC(=O)C1(CC(C2=C(C1)C(=C3C(=C2O)C(=O)C4=C(C3=O)C=CC=C4OC)O)OC5CC(C(C(O5)C)O)NC(=O)C(F)(F)F)O. Cell line: UACC62. Synergy scores: CSS=60.7, Synergy_ZIP=6.77, Synergy_Bliss=6.05, Synergy_Loewe=5.59, Synergy_HSA=6.10. (5) Cell line: CAKI-1. Drug 2: C(=O)(N)NO. Drug 1: CCC1=C2CN3C(=CC4=C(C3=O)COC(=O)C4(CC)O)C2=NC5=C1C=C(C=C5)O. Synergy scores: CSS=30.2, Synergy_ZIP=5.28, Synergy_Bliss=9.38, Synergy_Loewe=-17.1, Synergy_HSA=7.58. (6) Drug 1: CCC1=CC2CC(C3=C(CN(C2)C1)C4=CC=CC=C4N3)(C5=C(C=C6C(=C5)C78CCN9C7C(C=CC9)(C(C(C8N6C)(C(=O)OC)O)OC(=O)C)CC)OC)C(=O)OC.C(C(C(=O)O)O)(C(=O)O)O. Drug 2: C1=NC2=C(N=C(N=C2N1C3C(C(C(O3)CO)O)O)F)N. Cell line: DU-145. Synergy scores: CSS=49.9, Synergy_ZIP=-0.560, Synergy_Bliss=-0.667, Synergy_Loewe=-5.02, Synergy_HSA=-0.429.